From a dataset of Reaction yield outcomes from USPTO patents with 853,638 reactions. Predict the reaction yield, written as a fraction of the theoretical maximum amount of product (1.0 means a 100% yield; for example, 0.34 means a 34% yield). The reactants are [Cl:1][C:2]1[CH:7]=[CH:6][CH:5]=[CH:4][C:3]=1[C:8](=[O:19])[C:9](=[CH:15][N:16]([CH3:18])C)[C:10]([O:12][CH2:13][CH3:14])=[O:11].[Cl:20][C:21]1[CH:22]=C([CH:25]=[CH:26][C:27]=1[F:28])N. The catalyst is CCO. The product is [Cl:1][C:2]1[CH:7]=[CH:6][CH:5]=[CH:4][C:3]=1[C:8](=[O:19])[C:9](=[CH:15][NH:16][C:18]1[CH:25]=[CH:26][C:27]([F:28])=[C:21]([Cl:20])[CH:22]=1)[C:10]([O:12][CH2:13][CH3:14])=[O:11]. The yield is 0.630.